From a dataset of NCI-60 drug combinations with 297,098 pairs across 59 cell lines. Regression. Given two drug SMILES strings and cell line genomic features, predict the synergy score measuring deviation from expected non-interaction effect. (1) Drug 1: CCCS(=O)(=O)NC1=C(C(=C(C=C1)F)C(=O)C2=CNC3=C2C=C(C=N3)C4=CC=C(C=C4)Cl)F. Drug 2: CC1CCCC2(C(O2)CC(NC(=O)CC(C(C(=O)C(C1O)C)(C)C)O)C(=CC3=CSC(=N3)C)C)C. Cell line: 786-0. Synergy scores: CSS=6.08, Synergy_ZIP=-0.840, Synergy_Bliss=3.82, Synergy_Loewe=2.97, Synergy_HSA=3.32. (2) Drug 1: CC1C(C(CC(O1)OC2CC(OC(C2O)C)OC3=CC4=CC5=C(C(=O)C(C(C5)C(C(=O)C(C(C)O)O)OC)OC6CC(C(C(O6)C)O)OC7CC(C(C(O7)C)O)OC8CC(C(C(O8)C)O)(C)O)C(=C4C(=C3C)O)O)O)O. Drug 2: C1CN(CCN1C(=O)CCBr)C(=O)CCBr. Cell line: UACC-257. Synergy scores: CSS=38.9, Synergy_ZIP=-0.661, Synergy_Bliss=0.231, Synergy_Loewe=-1.19, Synergy_HSA=-0.632. (3) Drug 1: COC1=C(C=C2C(=C1)N=CN=C2NC3=CC(=C(C=C3)F)Cl)OCCCN4CCOCC4. Drug 2: C1CC(=O)NC(=O)C1N2C(=O)C3=CC=CC=C3C2=O. Cell line: OVCAR-8. Synergy scores: CSS=24.5, Synergy_ZIP=-0.297, Synergy_Bliss=-0.462, Synergy_Loewe=-11.4, Synergy_HSA=-1.21. (4) Drug 1: CN1CCC(CC1)COC2=C(C=C3C(=C2)N=CN=C3NC4=C(C=C(C=C4)Br)F)OC. Drug 2: CCC1=C2CN3C(=CC4=C(C3=O)COC(=O)C4(CC)O)C2=NC5=C1C=C(C=C5)O. Cell line: MALME-3M. Synergy scores: CSS=18.0, Synergy_ZIP=-7.42, Synergy_Bliss=1.75, Synergy_Loewe=-21.2, Synergy_HSA=1.71. (5) Synergy scores: CSS=13.2, Synergy_ZIP=2.61, Synergy_Bliss=10.2, Synergy_Loewe=6.09, Synergy_HSA=7.64. Drug 1: CS(=O)(=O)C1=CC(=C(C=C1)C(=O)NC2=CC(=C(C=C2)Cl)C3=CC=CC=N3)Cl. Cell line: SF-268. Drug 2: C1=CN(C=N1)CC(O)(P(=O)(O)O)P(=O)(O)O.